Predict the product of the given reaction. From a dataset of Forward reaction prediction with 1.9M reactions from USPTO patents (1976-2016). (1) Given the reactants OC[C:3]1[N:7]([C:8]2[CH:9]=[C:10]([C:14]3[CH2:20][C:19](=[O:21])[NH:18][C:17]4[CH:22]=[C:23]([CH3:32])[C:24]([N:26]([CH2:28][CH:29]([CH3:31])[CH3:30])[CH3:27])=[CH:25][C:16]=4[N:15]=3)[CH:11]=[CH:12][CH:13]=2)[N:6]=[N:5][CH:4]=1.S(Cl)(Cl)=O.[Cl-].N1[CH2:42][CH2:41][CH2:40][CH2:39]1.[CH3:43][N:44](C=O)C, predict the reaction product. The product is: [CH2:28]([N:26]([CH3:27])[C:24]1[C:23]([CH3:32])=[CH:22][C:17]2[NH:18][C:19](=[O:21])[CH2:20][C:14]([C:10]3[CH:11]=[CH:12][CH:13]=[C:8]([N:7]4[C:3]([CH2:4][N:5]5[CH2:39][CH2:40][CH2:41][CH2:42]5)=[N:44][CH:43]=[N:6]4)[CH:9]=3)=[N:15][C:16]=2[CH:25]=1)[CH:29]([CH3:31])[CH3:30]. (2) The product is: [Cl:7][C:6]1[S:5][C:4]([S:8]([NH:11][C:12]2[CH:21]=[CH:20][C:15]([C:16]([O:18][CH3:19])=[O:17])=[C:14]([OH:22])[CH:13]=2)(=[O:10])=[O:9])=[CH:3][C:2]=1[C:26]1[CH:27]=[CH:28][C:29]([O:30][CH3:31])=[C:24]([F:23])[CH:25]=1. Given the reactants Br[C:2]1[CH:3]=[C:4]([S:8]([NH:11][C:12]2[CH:21]=[CH:20][C:15]([C:16]([O:18][CH3:19])=[O:17])=[C:14]([OH:22])[CH:13]=2)(=[O:10])=[O:9])[S:5][C:6]=1[Cl:7].[F:23][C:24]1[CH:25]=[C:26](B(O)O)[CH:27]=[CH:28][C:29]=1[O:30][CH3:31], predict the reaction product. (3) Given the reactants [NH2:1][C@@H:2]([CH3:18])[CH2:3][N:4]1[CH:8]=[CH:7][C:6]([C:9]2[CH:16]=[CH:15][C:12]([C:13]#[N:14])=[C:11]([Cl:17])[CH:10]=2)=[N:5]1.Cl.[O:20]1[CH2:25][CH2:24][N:23]([CH2:26][C:27]2[O:31][N:30]=[C:29]([C:32](O)=[O:33])[CH:28]=2)[CH2:22][CH2:21]1, predict the reaction product. The product is: [Cl:17][C:11]1[CH:10]=[C:9]([C:6]2[CH:7]=[CH:8][N:4]([CH2:3][C@@H:2]([NH:1][C:32]([C:29]3[CH:28]=[C:27]([CH2:26][N:23]4[CH2:22][CH2:21][O:20][CH2:25][CH2:24]4)[O:31][N:30]=3)=[O:33])[CH3:18])[N:5]=2)[CH:16]=[CH:15][C:12]=1[C:13]#[N:14]. (4) The product is: [CH3:20][O:19][CH2:18][N:9]1[C:8]2[CH:21]=[CH:22][C:5]([CH2:4][CH2:3][CH:2]=[O:1])=[CH:6][C:7]=2[C:16]2[N:15]=[CH:14][CH:13]=[CH:12][C:11]=2[C:10]1=[O:17]. Given the reactants [OH:1][CH2:2][CH2:3][CH2:4][C:5]1[CH:22]=[CH:21][C:8]2[N:9]([CH2:18][O:19][CH3:20])[C:10](=[O:17])[C:11]3[CH:12]=[CH:13][CH:14]=[N:15][C:16]=3[C:7]=2[CH:6]=1.[Cr](Cl)([O-])(=O)=O.[NH+]1C=CC=CC=1, predict the reaction product. (5) The product is: [Cl:1][C:2]1[C:7]([O:8][CH3:9])=[CH:6][C:5]([N+:14]([O-:16])=[O:15])=[C:4]([NH:10][C:11](=[O:13])[CH3:12])[CH:3]=1. Given the reactants [Cl:1][C:2]1[CH:3]=[C:4]([NH:10][C:11](=[O:13])[CH3:12])[CH:5]=[CH:6][C:7]=1[O:8][CH3:9].[N+:14]([O-])([OH:16])=[O:15].O, predict the reaction product. (6) Given the reactants Br[C:2]1[CH:3]=[N:4][C:5]([N:8]2[CH2:13][CH2:12][N:11]([C:14]([O:16][C:17]([CH3:20])([CH3:19])[CH3:18])=[O:15])[CH2:10][CH2:9]2)=[N:6][CH:7]=1.[F:21][C:22]1[CH:27]=[CH:26][C:25](B(O)O)=[CH:24][CH:23]=1.C(=O)(O)[O-].[Na+], predict the reaction product. The product is: [F:21][C:22]1[CH:27]=[CH:26][C:25]([C:2]2[CH:3]=[N:4][C:5]([N:8]3[CH2:13][CH2:12][N:11]([C:14]([O:16][C:17]([CH3:20])([CH3:19])[CH3:18])=[O:15])[CH2:10][CH2:9]3)=[N:6][CH:7]=2)=[CH:24][CH:23]=1. (7) Given the reactants [C:1]1([N:7]2[CH2:12][CH2:11][C:10]([CH2:21][NH:22][C:23]([NH:25][C:26]3[C:31]([CH:32]([CH3:34])[CH3:33])=[CH:30][C:29]([NH:35]C(OC(C)(C)C)=O)=[CH:28][C:27]=3[CH:43]([CH3:45])[CH3:44])=[O:24])([C:13]3[CH:18]=[CH:17][CH:16]=[C:15]([O:19]C)[CH:14]=3)[CH2:9][CH2:8]2)[CH:6]=[CH:5][CH:4]=[CH:3][CH:2]=1.B(Br)(Br)Br, predict the reaction product. The product is: [C:1]1([N:7]2[CH2:12][CH2:11][C:10]([CH2:21][NH:22][C:23]([NH:25][C:26]3[C:31]([CH:32]([CH3:33])[CH3:34])=[CH:30][C:29]([NH2:35])=[CH:28][C:27]=3[CH:43]([CH3:45])[CH3:44])=[O:24])([C:13]3[CH:18]=[CH:17][CH:16]=[C:15]([OH:19])[CH:14]=3)[CH2:9][CH2:8]2)[CH:2]=[CH:3][CH:4]=[CH:5][CH:6]=1.